Dataset: Catalyst prediction with 721,799 reactions and 888 catalyst types from USPTO. Task: Predict which catalyst facilitates the given reaction. Reactant: Br[C:2]1[CH:10]=[CH:9][CH:8]=[C:7]2[C:3]=1[CH2:4][CH2:5][N:6]2[C:11]1[C:20]2[C:15](=[CH:16][C:17]([O:23][CH3:24])=[C:18]([O:21][CH3:22])[CH:19]=2)[N:14]=[CH:13][N:12]=1.[NH:25]1[CH2:30][CH2:29][O:28][CH2:27][CH2:26]1.CC(C)([O-])C.[Na+]. Product: [CH3:22][O:21][C:18]1[CH:19]=[C:20]2[C:15](=[CH:16][C:17]=1[O:23][CH3:24])[N:14]=[CH:13][N:12]=[C:11]2[N:6]1[C:7]2[C:3](=[C:2]([N:25]3[CH2:30][CH2:29][O:28][CH2:27][CH2:26]3)[CH:10]=[CH:9][CH:8]=2)[CH2:4][CH2:5]1. The catalyst class is: 110.